From a dataset of Catalyst prediction with 721,799 reactions and 888 catalyst types from USPTO. Predict which catalyst facilitates the given reaction. (1) Reactant: [NH2:1][CH2:2][C:3]1[CH:4]=[C:5]([CH2:9][N:10]([CH3:13])[CH2:11][CH3:12])[CH:6]=[CH:7][CH:8]=1.[CH2:14]([CH:16]([CH2:19][CH3:20])[CH:17]=O)[CH3:15].C(N(C(C)C)CC)(C)C.[CH2:30]1[C:38]2[C:33](=[CH:34][CH:35]=[CH:36][CH:37]=2)[CH2:32][CH:31]1[C@@H:39]([NH:43][C:44]([O:46]C(C)(C)C)=O)[C:40]([OH:42])=O.CC([Si](C)(C)OC1C=CC=CC=1[N+]#[C-])(C)C.C(Cl)(=O)C. Product: [CH2:32]1[C:33]2[C:38](=[CH:37][CH:36]=[CH:35][CH:34]=2)[CH2:30][CH:31]1[C@H:39]1[NH:43][C:44](=[O:46])[C@@H:17]([CH:16]([CH2:19][CH3:20])[CH2:14][CH3:15])[N:1]([CH2:2][C:3]2[CH:8]=[CH:7][CH:6]=[C:5]([CH2:9][N:10]([CH2:11][CH3:12])[CH3:13])[CH:4]=2)[C:40]1=[O:42]. The catalyst class is: 5. (2) Reactant: [C:1]([O:5][C:6]([NH:8][CH:9]1[CH2:15][CH2:14][CH2:13][CH2:12][N:11]([CH2:16][C:17]([OH:19])=O)[C:10]1=[O:20])=[O:7])([CH3:4])([CH3:3])[CH3:2].[CH:21]1([NH2:31])[C:30]2[C:25](=[CH:26][CH:27]=[CH:28][CH:29]=2)[CH2:24][CH2:23][CH2:22]1.Cl.CN(C)CCCN=C=NCC.ON1C2C=CC=CC=2N=N1.C(N(C(C)C)CC)(C)C. Product: [C:1]([O:5][C:6](=[O:7])[NH:8][CH:9]1[CH2:15][CH2:14][CH2:13][CH2:12][N:11]([CH2:16][C:17](=[O:19])[NH:31][CH:21]2[C:30]3[C:25](=[CH:26][CH:27]=[CH:28][CH:29]=3)[CH2:24][CH2:23][CH2:22]2)[C:10]1=[O:20])([CH3:2])([CH3:3])[CH3:4]. The catalyst class is: 10. (3) Reactant: Cl.[CH3:2][O:3][C:4]1[CH:5]=[C:6]([NH:10]N)[CH:7]=[CH:8][CH:9]=1.[C:12]1(=O)[C:20]2[C:15](=[CH:16][CH:17]=[CH:18][CH:19]=2)[CH2:14][CH2:13]1. Product: [CH3:2][O:3][C:4]1[CH:9]=[CH:8][C:7]2[C:13]3[CH2:12][C:20]4[C:15](=[CH:16][CH:17]=[CH:18][CH:19]=4)[C:14]=3[NH:10][C:6]=2[CH:5]=1. The catalyst class is: 212. (4) Reactant: [OH-:1].[Na+].Cl.[NH2:4]O.[CH2:6]([C:8]1[C:9]([CH:14]=O)=[N:10][CH:11]=[CH:12][N:13]=1)[CH3:7].Cl. Product: [CH2:6]([C:8]1[C:9]([CH:14]=[N:4][OH:1])=[N:10][CH:11]=[CH:12][N:13]=1)[CH3:7]. The catalyst class is: 97. (5) Reactant: [CH3:1][CH:2]([N:4]1[C:12](/[CH:13]=[CH:14]/[C@H:15]([OH:24])[CH2:16][C@H:17]([OH:23])[CH2:18][C:19]([O:21]C)=[O:20])=[C:11]([C:25]2[CH:30]=[CH:29][C:28]([F:31])=[CH:27][CH:26]=2)[C:10]2[C:5]1=[CH:6][CH:7]=[CH:8][CH:9]=2)[CH3:3].[OH-].[Na+:33].CC(C)=O. Product: [CH3:3][CH:2]([N:4]1[C:12](/[CH:13]=[CH:14]/[CH:15]([OH:24])[CH2:16][CH:17]([OH:23])[CH2:18][C:19]([O-:21])=[O:20])=[C:11]([C:25]2[CH:26]=[CH:27][C:28]([F:31])=[CH:29][CH:30]=2)[C:10]2[CH:9]=[CH:8][CH:7]=[CH:6][C:5]1=2)[CH3:1].[Na+:33]. The catalyst class is: 5. (6) Reactant: [Cl:1][C:2]1[CH:7]=[CH:6][C:5]([S:8]([NH:11][CH2:12][C:13]2[CH:18]=[CH:17][CH:16]=[CH:15][N:14]=2)(=[O:10])=[O:9])=[CH:4][CH:3]=1.[C:32]1(P([C:32]2[CH:37]=[CH:36][CH:35]=[CH:34][CH:33]=2)[C:32]2[CH:37]=[CH:36][CH:35]=[CH:34][CH:33]=2)[CH:37]=[CH:36][CH:35]=[CH:34][CH:33]=1.CCO[C:41](/[N:43]=N/C(OCC)=O)=O.[CH3:50][CH2:51]CCCCC.C(OC(=O)C)C. Product: [Cl:1][C:2]1[CH:3]=[CH:4][C:5]([S:8]([N:11]([CH2:50][CH2:51][C:32]2[CH:33]=[CH:34][C:35]([C:41]#[N:43])=[CH:36][CH:37]=2)[CH2:12][C:13]2[CH:18]=[CH:17][CH:16]=[CH:15][N:14]=2)(=[O:10])=[O:9])=[CH:6][CH:7]=1. The catalyst class is: 182.